Dataset: Forward reaction prediction with 1.9M reactions from USPTO patents (1976-2016). Task: Predict the product of the given reaction. (1) Given the reactants [OH:1][CH2:2][C:3]1([CH2:32][OH:33])[CH2:6][C:5]([CH2:29][C:30]#[N:31])([N:7]2[CH:11]=[C:10]([C:12]3[C:13]4[CH:20]=[CH:19][N:18]([CH2:21][O:22][CH2:23][CH2:24][Si:25]([CH3:28])([CH3:27])[CH3:26])[C:14]=4[N:15]=[CH:16][N:17]=3)[CH:9]=[N:8]2)[CH2:4]1.C(N(CC)CC)C.[CH3:41][S:42](Cl)(=[O:44])=[O:43], predict the reaction product. The product is: [CH3:41][S:42]([O:33][CH2:32][C:3]1([CH2:2][O:1][S:42]([CH3:41])(=[O:44])=[O:43])[CH2:4][C:5]([CH2:29][C:30]#[N:31])([N:7]2[CH:11]=[C:10]([C:12]3[C:13]4[CH:20]=[CH:19][N:18]([CH2:21][O:22][CH2:23][CH2:24][Si:25]([CH3:27])([CH3:28])[CH3:26])[C:14]=4[N:15]=[CH:16][N:17]=3)[CH:9]=[N:8]2)[CH2:6]1)(=[O:44])=[O:43]. (2) Given the reactants [C:1]([O:4][C@@H:5]1[C@@H:10]([O:11][C:12](=[O:14])[CH3:13])[C@H:9]([O:15][C:16](=[O:18])[CH3:17])[C@@H:8]([O:19]/[C:20](/[C:29]([O:31][CH2:32][CH3:33])=[O:30])=[CH:21]\[C:22]2[CH:27]=[CH:26][CH:25]=[CH:24][C:23]=2F)[O:7][C@H:6]1[CH2:34][O:35][C:36](=[O:38])[CH3:37])(=[O:3])[CH3:2].[Cl:39]C1C=CC=CC=1CC(=O)C(OCC)=O.[H-].[Na+].[Br-].C(O[C@@H]1[C@@H](OC(=O)C)[C@@H](OC(=O)C)[C@@H](COC(=O)C)O[C@@H]1O)(=O)C, predict the reaction product. The product is: [C:1]([O:4][C@H:5]1[C@@H:10]([O:11][C:12](=[O:14])[CH3:13])[C@H:9]([O:15][C:16](=[O:18])[CH3:17])[C@@H:8]([O:19]/[C:20](/[C:29]([O:31][CH2:32][CH3:33])=[O:30])=[CH:21]\[C:22]2[CH:27]=[CH:26][CH:25]=[CH:24][C:23]=2[Cl:39])[O:7][C@H:6]1[CH2:34][O:35][C:36](=[O:38])[CH3:37])(=[O:3])[CH3:2].